Dataset: Full USPTO retrosynthesis dataset with 1.9M reactions from patents (1976-2016). Task: Predict the reactants needed to synthesize the given product. (1) Given the product [Cl:29][C:24]1[CH:25]=[CH:26][CH:27]=[CH:28][C:23]=1[C:22]([NH:21][C:18]1[CH:19]=[CH:20][C:14]2[CH2:13][CH2:12][C:11]3[C:10]([C:31]([NH2:33])=[O:32])=[N:9][N:8]([C:5]4[CH:6]=[CH:7][C:2]([C:34]#[N:35])=[CH:3][CH:4]=4)[C:16]=3[C:15]=2[CH:17]=1)=[O:30], predict the reactants needed to synthesize it. The reactants are: Br[C:2]1[CH:7]=[CH:6][C:5]([N:8]2[C:16]3[C:15]4[CH:17]=[C:18]([NH:21][C:22](=[O:30])[C:23]5[CH:28]=[CH:27][CH:26]=[CH:25][C:24]=5[Cl:29])[CH:19]=[CH:20][C:14]=4[CH2:13][CH2:12][C:11]=3[C:10]([C:31]([NH2:33])=[O:32])=[N:9]2)=[CH:4][CH:3]=1.[CH3:34][N:35](C=O)C. (2) Given the product [CH3:22][O:21][C:18]1[CH:19]=[C:20]2[C:15](=[CH:16][C:17]=1[O:23][CH2:24][CH2:25][O:26][CH3:27])[N:14]=[CH:13][N:12]=[C:11]2[NH:10][C:6]1[C:7](=[O:9])[CH:8]=[C:2]([N:28]2[CH2:31][CH:30]([C:32]([OH:34])=[O:33])[CH2:29]2)[C:3](=[O:4])[CH:5]=1, predict the reactants needed to synthesize it. The reactants are: Cl[C:2]1[C:3]([CH:5]=[C:6]([NH:10][C:11]2[C:20]3[C:15](=[CH:16][C:17]([O:23][CH2:24][CH2:25][O:26][CH3:27])=[C:18]([O:21][CH3:22])[CH:19]=3)[N:14]=[CH:13][N:12]=2)[C:7](=[O:9])[CH:8]=1)=[O:4].[NH:28]1[CH2:31][CH:30]([C:32]([OH:34])=[O:33])[CH2:29]1. (3) Given the product [NH2:19][CH2:18][CH:17]([OH:16])[CH2:20][NH:21][C:9](=[O:10])[O:11][C:12]([CH3:13])([CH3:14])[CH3:15], predict the reactants needed to synthesize it. The reactants are: [C:9](O[C:9]([O:11][C:12]([CH3:15])([CH3:14])[CH3:13])=[O:10])([O:11][C:12]([CH3:15])([CH3:14])[CH3:13])=[O:10].[OH:16][CH:17]([CH2:20][NH2:21])[CH2:18][NH2:19]. (4) Given the product [Cl:22][C:17]1[CH:16]=[C:15]([NH:14][C:5]2[C:4]3[C:9](=[CH:10][CH:11]=[C:2]([NH:1][CH2:27][C:26]4[CH:29]=[CH:30][CH:31]=[CH:32][C:25]=4[C:23]#[N:24])[CH:3]=3)[N:8]=[CH:7][C:6]=2[C:12]#[N:13])[CH:20]=[CH:19][C:18]=1[F:21], predict the reactants needed to synthesize it. The reactants are: [NH2:1][C:2]1[CH:3]=[C:4]2[C:9](=[CH:10][CH:11]=1)[N:8]=[CH:7][C:6]([C:12]#[N:13])=[C:5]2[NH:14][C:15]1[CH:20]=[CH:19][C:18]([F:21])=[C:17]([Cl:22])[CH:16]=1.[C:23]([C:25]1[CH:32]=[CH:31][CH:30]=[CH:29][C:26]=1[CH:27]=O)#[N:24].[BH3-]C#N.[Na+]. (5) Given the product [O:11]=[C:6]1[CH2:5][C:4]2[C:8](=[CH:9][CH:10]=[C:2]([NH:1][S:13]([CH3:12])(=[O:15])=[O:14])[CH:3]=2)[NH:7]1, predict the reactants needed to synthesize it. The reactants are: [NH2:1][C:2]1[CH:3]=[C:4]2[C:8](=[CH:9][CH:10]=1)[NH:7][C:6](=[O:11])[CH2:5]2.[CH3:12][S:13](Cl)(=[O:15])=[O:14]. (6) The reactants are: Br[C:2]1[CH:3]=[C:4]([N:8]2[CH2:12][CH2:11][CH2:10][CH2:9]2)[CH:5]=[CH:6][CH:7]=1.B1(B2OC(C)(C)C(C)(C)O2)OC(C)(C)C(C)(C)O1.C([O-])(=O)C.[K+].[ClH:36].[N:37]12[CH2:44][CH2:43][CH:40]([CH2:41][CH2:42]1)[C@@H:39]([NH:45][C:46]([C:48]1[S:49][C:50]3[C:56](Br)=[CH:55][CH:54]=[CH:53][C:51]=3[CH:52]=1)=[O:47])[CH2:38]2.C(=O)([O-])[O-].[Na+].[Na+]. Given the product [ClH:36].[N:37]12[CH2:42][CH2:41][CH:40]([CH2:43][CH2:44]1)[C@@H:39]([NH:45][C:46]([C:48]1[S:49][C:50]3[C:56]([C:2]4[CH:7]=[CH:6][CH:5]=[C:4]([N:8]5[CH2:12][CH2:11][CH2:10][CH2:9]5)[CH:3]=4)=[CH:55][CH:54]=[CH:53][C:51]=3[CH:52]=1)=[O:47])[CH2:38]2, predict the reactants needed to synthesize it. (7) Given the product [CH:25]1([NH:29][C:20]([C:3]2[C:4](=[O:19])[NH:5][C:6]3[C:11]([C:2]=2[OH:1])=[N:10][CH:9]=[C:8]([CH2:12][C:13]2[CH:14]=[CH:15][CH:16]=[CH:17][CH:18]=2)[CH:7]=3)=[O:22])[CH2:28][CH2:27][CH2:26]1, predict the reactants needed to synthesize it. The reactants are: [OH:1][C:2]1[C:11]2[C:6](=[CH:7][C:8]([CH2:12][C:13]3[CH:18]=[CH:17][CH:16]=[CH:15][CH:14]=3)=[CH:9][N:10]=2)[NH:5][C:4](=[O:19])[C:3]=1[C:20]([O:22]CC)=O.[CH:25]1([NH2:29])[CH2:28][CH2:27][CH2:26]1. (8) Given the product [Cl:15]/[C:12](/[C:9]1[CH:10]=[CH:11][N:6]=[CH:7][CH:8]=1)=[CH:13]/[C:26]#[N:24], predict the reactants needed to synthesize it. The reactants are: P(Cl)(Cl)(Cl)=O.[N:6]1[CH:11]=[CH:10][C:9]([C:12](=O)[CH3:13])=[CH:8][CH:7]=1.[ClH:15].NO.C([O-])(O)=O.[Na+].C[N:24]([CH:26]=O)C. (9) The reactants are: [C:1]([C:4]1[CH:12]=[CH:11][C:7]([C:8]([OH:10])=[O:9])=[CH:6][CH:5]=1)(=[O:3])[CH3:2].[BrH:13].BrBr.[OH-].[Na+]. Given the product [Br:13][CH2:2][C:1]([C:4]1[CH:12]=[CH:11][C:7]([C:8]([OH:10])=[O:9])=[CH:6][CH:5]=1)=[O:3], predict the reactants needed to synthesize it. (10) Given the product [F:1][C:2]([F:7])([F:6])[C:3]([OH:5])=[O:4].[F:1][C:2]([F:7])([F:6])[C:3]([OH:5])=[O:4].[Cl:8][C:9]1[CH:10]=[N:11][C:12]2[NH:13][C:14]3[CH:15]=[CH:16][CH:17]=[C:18]([CH:32]=3)[CH2:19][CH2:20][C:21]3[CH:29]=[C:25]([NH:26][C:27]=1[N:28]=2)[CH:24]=[CH:23][C:22]=3[CH2:30][NH:33][C@H:34]1[CH2:38][CH2:37][N:36]([C:39]([O:41][C:42]([CH3:45])([CH3:44])[CH3:43])=[O:40])[CH2:35]1, predict the reactants needed to synthesize it. The reactants are: [F:1][C:2]([F:7])([F:6])[C:3]([OH:5])=[O:4].[Cl:8][C:9]1[CH:10]=[N:11][C:12]2[NH:13][C:14]3[CH:15]=[CH:16][CH:17]=[C:18]([CH:32]=3)[CH2:19][CH2:20][C:21]3[CH:29]=[C:25]([NH:26][C:27]=1[N:28]=2)[CH:24]=[CH:23][C:22]=3[CH2:30]O.[NH2:33][C@H:34]1[CH2:38][CH2:37][N:36]([C:39]([O:41][C:42]([CH3:45])([CH3:44])[CH3:43])=[O:40])[CH2:35]1.